From a dataset of Catalyst prediction with 721,799 reactions and 888 catalyst types from USPTO. Predict which catalyst facilitates the given reaction. (1) Reactant: [CH3:1][C@:2]1([OH:33])[C@@H:16]2[C:11](=[C:12]([OH:31])[C@:13]3([OH:30])[C:21](=[O:22])[C:20]([C:23]([NH2:25])=[O:24])=[C:19]([OH:26])[C@@H:18]([N:27]([CH3:29])[CH3:28])[C@@H:14]3[C@H:15]2[OH:17])[C:9](=[O:10])[C:8]2[C:7]([OH:32])=[CH:6][CH:5]=[CH:4][C:3]1=2.[CH3:34][C:35]1[C:40]([NH:41][C:42]2[N:47]=[CH:46][CH:45]=[CH:44][C:43]=2[C:48]([OH:50])=[O:49])=[CH:39][CH:38]=[CH:37][C:36]=1[C:51]([F:54])([F:53])[F:52]. Product: [CH3:1][C@:2]1([OH:33])[C@@H:16]2[C:11](=[C:12]([OH:31])[C@:13]3([OH:30])[C:21](=[O:22])[C:20]([C:23]([NH2:25])=[O:24])=[C:19]([OH:26])[C@@H:18]([N:27]([CH3:29])[CH3:28])[C@@H:14]3[C@H:15]2[OH:17])[C:9](=[O:10])[C:8]2[C:7]([OH:32])=[CH:6][CH:5]=[CH:4][C:3]1=2.[CH3:34][C:35]1[C:40]([NH:41][C:42]2[N:47]=[CH:46][CH:45]=[CH:44][C:43]=2[C:48]([OH:50])=[O:49])=[CH:39][CH:38]=[CH:37][C:36]=1[C:51]([F:53])([F:52])[F:54]. The catalyst class is: 60. (2) Reactant: [CH2:1]([O:3][C:4](=[O:21])[CH:5]([N:7]1[CH:11]=[C:10](B2OC(C)(C)C(C)(C)O2)[CH:9]=[N:8]1)[CH3:6])[CH3:2].Cl[C:23]1[C:35]2[C:34]3[C:29](=[CH:30][CH:31]=[CH:32][CH:33]=3)[C:28]([C:37]([F:40])([F:39])[F:38])([OH:36])[C:27]=2[CH:26]=[C:25]([F:41])[CH:24]=1.C(=O)([O-])O.[Na+].C1(P(C2CCCCC2)C2C=CC=CC=2C2C(OC)=CC=CC=2OC)CCCCC1. Product: [CH2:1]([O:3][C:4](=[O:21])[CH:5]([N:7]1[CH:11]=[C:10]([C:23]2[C:35]3[C:34]4[C:29](=[CH:30][CH:31]=[CH:32][CH:33]=4)[C:28]([OH:36])([C:37]([F:40])([F:39])[F:38])[C:27]=3[CH:26]=[C:25]([F:41])[CH:24]=2)[CH:9]=[N:8]1)[CH3:6])[CH3:2]. The catalyst class is: 498. (3) The catalyst class is: 65. Reactant: [OH:1][C:2]1[CH:3]=[C:4]2[C:9](=[CH:10][CH:11]=1)[CH:8]=[C:7]([C:12]([OH:14])=[O:13])[CH:6]=[CH:5]2.[CH3:15]O. Product: [OH:1][C:2]1[CH:3]=[C:4]2[C:9](=[CH:10][CH:11]=1)[CH:8]=[C:7]([C:12]([O:14][CH3:15])=[O:13])[CH:6]=[CH:5]2. (4) Product: [NH2:37][C:36]1[N:38]=[CH:4][C:5]2[CH2:14][C@H:13]3[N:12]([CH2:15][CH2:16][CH3:17])[CH2:11][C@@H:10]([NH:18][C:19](=[O:29])[NH:20][C@H:21]([C:23]4[CH:28]=[CH:27][CH:26]=[CH:25][CH:24]=4)[CH3:22])[CH2:9][C@@H:8]3[CH2:7][C:6]=2[N:35]=1. Reactant: CN([CH:4]=[C:5]1[CH2:14][C@@H:13]2[C@H:8]([CH2:9][C@H:10]([NH:18][C:19](=[O:29])[NH:20][C@H:21]([C:23]3[CH:28]=[CH:27][CH:26]=[CH:25][CH:24]=3)[CH3:22])[CH2:11][N:12]2[CH2:15][CH2:16][CH3:17])[CH2:7][C:6]1=O)C.C(=O)(O)O.[NH2:35][C:36]([NH2:38])=[NH:37]. The catalyst class is: 40. (5) Reactant: [CH3:1][O:2][C:3]1[C:8]([N+:9]([O-])=O)=[C:7]([O:12][CH3:13])[N:6]=[C:5]([NH:14][CH2:15][CH:16]2[O:21][CH2:20][CH2:19][N:18]([C:22]([O:24][C:25]([CH3:28])([CH3:27])[CH3:26])=[O:23])[CH2:17]2)[N:4]=1. Product: [NH2:9][C:8]1[C:3]([O:2][CH3:1])=[N:4][C:5]([NH:14][CH2:15][CH:16]2[O:21][CH2:20][CH2:19][N:18]([C:22]([O:24][C:25]([CH3:26])([CH3:27])[CH3:28])=[O:23])[CH2:17]2)=[N:6][C:7]=1[O:12][CH3:13]. The catalyst class is: 8. (6) Reactant: [CH3:1][C:2]1[N:7]=[C:6]2[S:8][C:9]3[CH2:14][CH2:13][CH2:12][CH2:11][C:10]=3[C:5]2=[C:4]([C:15]2[CH:20]=[CH:19][C:18]([CH3:21])=[CH:17][CH:16]=2)[C:3]=1[CH:22]([CH2:27][C:28]([CH3:31])([CH3:30])[CH3:29])[C:23]([O:25]C)=[O:24].[OH-].[Na+].C(O)C. Product: [CH3:1][C:2]1[N:7]=[C:6]2[S:8][C:9]3[CH2:14][CH2:13][CH2:12][CH2:11][C:10]=3[C:5]2=[C:4]([C:15]2[CH:16]=[CH:17][C:18]([CH3:21])=[CH:19][CH:20]=2)[C:3]=1[CH:22]([CH2:27][C:28]([CH3:31])([CH3:30])[CH3:29])[C:23]([OH:25])=[O:24]. The catalyst class is: 5. (7) Reactant: [F:1][C:2]1[C:3]([N+:18]([O-])=O)=[C:4]([CH2:12][C:13](OCC)=[O:14])[CH:5]=[C:6]([O:8][CH:9]([CH3:11])[CH3:10])[CH:7]=1. Product: [F:1][C:2]1[CH:7]=[C:6]([O:8][CH:9]([CH3:11])[CH3:10])[CH:5]=[C:4]2[C:3]=1[NH:18][C:13](=[O:14])[CH2:12]2. The catalyst class is: 409.